This data is from Peptide-MHC class I binding affinity with 185,985 pairs from IEDB/IMGT. The task is: Regression. Given a peptide amino acid sequence and an MHC pseudo amino acid sequence, predict their binding affinity value. This is MHC class I binding data. The peptide sequence is VSDFRKEFY. The MHC is HLA-A03:01 with pseudo-sequence HLA-A03:01. The binding affinity (normalized) is 0.0847.